From a dataset of Forward reaction prediction with 1.9M reactions from USPTO patents (1976-2016). Predict the product of the given reaction. (1) Given the reactants [F:1][C:2]1[CH:11]=[C:10]2[C:5]([CH:6]=[C:7]([C@@H:18]([N:20]3[C:28](=[O:29])[C:27]4[C:22](=[CH:23][CH:24]=[CH:25][CH:26]=4)[C:21]3=[O:30])[CH3:19])[C:8](/[CH:12]=[CH:13]/[CH2:14][CH2:15]CC)=[N:9]2)=[CH:4][CH:3]=1.CC/C=C/CC, predict the reaction product. The product is: [CH:12](/[C:8]1[C:7]([C@@H:18]([N:20]2[C:21](=[O:30])[C:22]3[C:27](=[CH:26][CH:25]=[CH:24][CH:23]=3)[C:28]2=[O:29])[CH3:19])=[CH:6][C:5]2[C:10](=[CH:11][C:2]([F:1])=[CH:3][CH:4]=2)[N:9]=1)=[CH:13]\[CH2:14][CH3:15]. (2) Given the reactants [F:1][C:2]1[CH:7]=[C:6](B2[O:12][C:11](C)(C)C(C)(C)O2)[CH:5]=[CH:4][C:3]=1[C:17]1[N:18]=[CH:19][C:20]([NH2:23])=[N:21][CH:22]=1.Br[C:25]1[CH:30]=[CH:29][CH:28]=[CH:27][C:26]=1[CH2:31][S:32]([NH:35][CH2:36][CH3:37])(=[O:34])=[O:33], predict the reaction product. The product is: [CH:11]([OH:12])=[O:33].[NH2:23][C:20]1[N:21]=[CH:22][C:17]([C:3]2[CH:4]=[CH:5][C:6]([C:25]3[CH:30]=[CH:29][CH:28]=[CH:27][C:26]=3[CH2:31][S:32]([NH:35][CH2:36][CH3:37])(=[O:33])=[O:34])=[CH:7][C:2]=2[F:1])=[N:18][CH:19]=1. (3) Given the reactants C([NH:5][C:6]([NH:8][C@H:9]([CH2:12][C:13]1[CH:18]=[CH:17][CH:16]=[C:15]([N+:19]([O-:21])=[O:20])[CH:14]=1)[CH2:10]O)=[S:7])(C)(C)C.[ClH:22], predict the reaction product. The product is: [ClH:22].[N+:19]([C:15]1[CH:14]=[C:13]([CH:18]=[CH:17][CH:16]=1)[CH2:12][C@@H:9]1[CH2:10][S:7][C:6]([NH2:5])=[N:8]1)([O-:21])=[O:20].